From a dataset of Full USPTO retrosynthesis dataset with 1.9M reactions from patents (1976-2016). Predict the reactants needed to synthesize the given product. (1) The reactants are: [CH3:1][C:2]1[N:3]([C:8]2[CH:12]=[C:11]([CH:13]=O)[N:10]([CH3:15])[N:9]=2)[C:4]([CH3:7])=[CH:5][CH:6]=1.C(=O)([O-])[O-].[K+].[K+].Cl.[NH2:23][OH:24].C(=O)([O-])O.[Na+]. Given the product [CH3:1][C:2]1[N:3]([C:8]2[CH:12]=[C:11]([CH:13]=[N:23][OH:24])[N:10]([CH3:15])[N:9]=2)[C:4]([CH3:7])=[CH:5][CH:6]=1, predict the reactants needed to synthesize it. (2) The reactants are: Cl.[CH:2]1([CH2:5][O:6][C:7]2[CH:12]=[CH:11][C:10]([CH3:13])=[CH:9][C:8]=2[C:14]2[C:15]3[NH:23][C:22]([CH3:24])=[C:21]([C:25]([NH:27][CH:28]4[CH2:33][CH2:32][NH:31][CH2:30][CH2:29]4)=[O:26])[C:16]=3[N:17]=[C:18]([CH3:20])[N:19]=2)[CH2:4][CH2:3]1.[CH3:34][O:35][CH2:36][C:37](Cl)=[O:38]. Given the product [CH:2]1([CH2:5][O:6][C:7]2[CH:12]=[CH:11][C:10]([CH3:13])=[CH:9][C:8]=2[C:14]2[C:15]3[NH:23][C:22]([CH3:24])=[C:21]([C:25]([NH:27][CH:28]4[CH2:29][CH2:30][N:31]([C:37](=[O:38])[CH2:36][O:35][CH3:34])[CH2:32][CH2:33]4)=[O:26])[C:16]=3[N:17]=[C:18]([CH3:20])[N:19]=2)[CH2:3][CH2:4]1, predict the reactants needed to synthesize it.